Dataset: Full USPTO retrosynthesis dataset with 1.9M reactions from patents (1976-2016). Task: Predict the reactants needed to synthesize the given product. (1) Given the product [CH3:11][O:12][C:13]1[CH:18]=[C:17]([C:2]2[CH:7]=[C:6]([N:8]([CH3:10])[CH3:9])[CH:5]=[CH:4][N:3]=2)[CH:16]=[CH:15][CH:14]=1, predict the reactants needed to synthesize it. The reactants are: I[C:2]1[CH:7]=[C:6]([N:8]([CH3:10])[CH3:9])[CH:5]=[CH:4][N:3]=1.[CH3:11][O:12][C:13]1[CH:14]=[C:15](B(O)O)[CH:16]=[CH:17][CH:18]=1.C([O-])([O-])=O.[K+].[K+]. (2) Given the product [Cl:33][C:27]1[CH:28]=[N:29][CH:30]=[C:31]([Cl:32])[C:26]=1[NH:25][C:19]1[C:18]2[C:23](=[C:14]([O:13][CH2:12][CH2:11][CH2:10][CH2:9][N:5]3[CH2:6][CH2:7][N:2]([CH3:1])[CH2:3][CH2:4]3)[C:15]([O:34][CH3:35])=[CH:16][CH:17]=2)[O:22][C:21](=[O:24])[CH:20]=1, predict the reactants needed to synthesize it. The reactants are: [CH3:1][N:2]1[CH2:7][CH2:6][NH:5][CH2:4][CH2:3]1.Br[CH2:9][CH2:10][CH2:11][CH2:12][O:13][C:14]1[C:15]([O:34][CH3:35])=[CH:16][CH:17]=[C:18]2[C:23]=1[O:22][C:21](=[O:24])[CH:20]=[C:19]2[NH:25][C:26]1[C:31]([Cl:32])=[CH:30][N:29]=[CH:28][C:27]=1[Cl:33]. (3) Given the product [CH2:32]([S:29]([C:25]1[CH:24]=[C:23]([CH:28]=[CH:27][CH:26]=1)[O:21][C:4]1[CH:5]=[CH:6][C:7]([N:8]2[C:12]3[CH:13]=[CH:14][CH:15]=[C:16]([C:17]([F:20])([F:19])[F:18])[C:11]=3[N:10]=[CH:9]2)=[C:2]([CH3:1])[CH:3]=1)(=[O:30])=[O:31])[CH3:33], predict the reactants needed to synthesize it. The reactants are: [CH3:1][C:2]1[CH:3]=[C:4]([OH:21])[CH:5]=[CH:6][C:7]=1[N:8]1[C:12]2[CH:13]=[CH:14][CH:15]=[C:16]([C:17]([F:20])([F:19])[F:18])[C:11]=2[N:10]=[CH:9]1.Br[C:23]1[CH:28]=[CH:27][CH:26]=[C:25]([S:29]([CH2:32][CH3:33])(=[O:31])=[O:30])[CH:24]=1. (4) Given the product [S:1]1[C:5]2[CH:6]=[CH:7][CH:8]=[CH:9][C:4]=2[N:3]=[C:2]1[NH:10][C:11]([C:13]1[CH:14]=[CH:15][CH:16]=[C:17]2[C:22]=1[CH2:21][N:20]([C:23]1[N:28]=[C:27]([C:29]([OH:31])=[O:30])[C:26]([CH2:32][CH2:33][CH2:34][O:35][C:36]3[CH:37]=[CH:38][C:39]([C:57]4[N:56]=[CH:55][C:54]([O:53][CH2:52][CH2:51][N:50]([CH3:67])[CH3:49])=[CH:59][N:58]=4)=[CH:40][CH:41]=3)=[CH:25][CH:24]=1)[CH2:19][CH2:18]2)=[O:12], predict the reactants needed to synthesize it. The reactants are: [S:1]1[C:5]2[CH:6]=[CH:7][CH:8]=[CH:9][C:4]=2[N:3]=[C:2]1[NH:10][C:11]([C:13]1[CH:14]=[CH:15][CH:16]=[C:17]2[C:22]=1[CH2:21][N:20]([C:23]1[N:28]=[C:27]([C:29]([OH:31])=[O:30])[C:26]([CH2:32][CH2:33][CH2:34][O:35][C:36]3[CH:41]=[CH:40][CH:39]=[C:38](N4CCN(C)CC4)[CH:37]=3)=[CH:25][CH:24]=1)[CH2:19][CH2:18]2)=[O:12].[CH3:49][N:50]([CH3:67])[CH2:51][CH2:52][O:53][C:54]1[CH:55]=[N:56][C:57](C2C=CC(O)=CC=2)=[N:58][CH:59]=1. (5) Given the product [C:1]([C:5]1[C:6](=[O:15])[NH:7][C:8]2[C:13]([CH:14]=1)=[CH:12][CH:11]=[CH:10][N+:9]=2[O-:18])([CH3:4])([CH3:2])[CH3:3], predict the reactants needed to synthesize it. The reactants are: [C:1]([C:5]1[C:6](=[O:15])[NH:7][C:8]2[C:13]([CH:14]=1)=[CH:12][CH:11]=[CH:10][N:9]=2)([CH3:4])([CH3:3])[CH3:2].CC[O:18]C(C)=O.